From a dataset of Catalyst prediction with 721,799 reactions and 888 catalyst types from USPTO. Predict which catalyst facilitates the given reaction. Reactant: Cl[C:2]1[CH:3]=[C:4]2[C:9](=[CH:10][CH:11]=1)[C:8]([C:12]1[CH:24]=[C:23]([CH3:25])[C:22]3[C:21]4[C:16](=[CH:17][CH:18]=[CH:19][CH:20]=4)[C:15]([CH3:27])([CH3:26])[C:14]=3[CH:13]=1)=[N:7][CH:6]=[CH:5]2.[Br-].[CH:29]([Zn+])([CH3:31])[CH3:30]. Product: [CH:29]([C:2]1[CH:3]=[C:4]2[C:9](=[CH:10][CH:11]=1)[C:8]([C:12]1[CH:24]=[C:23]([CH3:25])[C:22]3[C:21]4[C:16](=[CH:17][CH:18]=[CH:19][CH:20]=4)[C:15]([CH3:26])([CH3:27])[C:14]=3[CH:13]=1)=[N:7][CH:6]=[CH:5]2)([CH3:31])[CH3:30]. The catalyst class is: 11.